From a dataset of Catalyst prediction with 721,799 reactions and 888 catalyst types from USPTO. Predict which catalyst facilitates the given reaction. Reactant: [CH3:1][N:2]=[C:3]=[O:4].[NH2:5][CH2:6][CH2:7][O:8][C:9]1[CH:10]=[C:11]2[C:16](=[CH:17][CH:18]=1)[CH:15]=[C:14]([CH:19]([CH3:28])[CH2:20][NH:21][S:22]([CH:25]([CH3:27])[CH3:26])(=[O:24])=[O:23])[CH:13]=[CH:12]2. Product: [CH3:1][NH:2][C:3]([NH:5][CH2:6][CH2:7][O:8][C:9]1[CH:18]=[CH:17][C:16]2[C:11](=[CH:12][CH:13]=[C:14]([CH:19]([CH3:28])[CH2:20][NH:21][S:22]([CH:25]([CH3:27])[CH3:26])(=[O:24])=[O:23])[CH:15]=2)[CH:10]=1)=[O:4]. The catalyst class is: 1.